Dataset: Reaction yield outcomes from USPTO patents with 853,638 reactions. Task: Predict the reaction yield, written as a fraction of the theoretical maximum amount of product (1.0 means a 100% yield; for example, 0.34 means a 34% yield). (1) The reactants are [CH3:1][O:2][C:3]1[CH:21]=[C:20]([O:22][CH2:23][C:24]2[N:25]=[C:26]([C:30]3(O)[CH2:35][CH2:34][O:33][CH2:32][CH2:31]3)[S:27][C:28]=2[CH3:29])[C:6]2[CH:7]=[C:8]([C:10]3[N:11]=[C:12]4[N:16]([CH:17]=3)[N:15]=[C:14]([O:18][CH3:19])[S:13]4)[O:9][C:5]=2[CH:4]=1.CCN(S(F)(F)[F:43])CC. The catalyst is C(Cl)Cl. The product is [F:43][C:30]1([C:26]2[S:27][C:28]([CH3:29])=[C:24]([CH2:23][O:22][C:20]3[C:6]4[CH:7]=[C:8]([C:10]5[N:11]=[C:12]6[N:16]([CH:17]=5)[N:15]=[C:14]([O:18][CH3:19])[S:13]6)[O:9][C:5]=4[CH:4]=[C:3]([O:2][CH3:1])[CH:21]=3)[N:25]=2)[CH2:35][CH2:34][O:33][CH2:32][CH2:31]1. The yield is 0.800. (2) The reactants are [O:1]([C:8]1[CH:9]=[C:10]([NH:14][N:15]=[C:16]([C:19]#[N:20])[C:17]#[N:18])[CH:11]=[CH:12][CH:13]=1)[C:2]1[CH:7]=[CH:6][CH:5]=[CH:4][CH:3]=1.O(C1C=C(C=CC=1)N)C1C=CC=CC=1.C(#N)CC#N.O.NN. No catalyst specified. The product is [O:1]([C:8]1[CH:9]=[C:10]([NH:14][N:15]=[C:16]2[CH:17]=[N:18][N:20]=[CH:19]2)[CH:11]=[CH:12][CH:13]=1)[C:2]1[CH:3]=[CH:4][CH:5]=[CH:6][CH:7]=1. The yield is 0.590. (3) The reactants are [O:1]1[C:5]2[CH:6]=[CH:7][C:8]([C:10]3([C:13]([NH:15][C:16]4[CH:21]=[CH:20][C:19]([CH3:22])=[C:18](Br)[CH:17]=4)=[O:14])[CH2:12][CH2:11]3)=[CH:9][C:4]=2[O:3][CH2:2]1.B([C:27]1[CH:35]=[CH:34][C:30]([C:31]([OH:33])=[O:32])=[CH:29][CH:28]=1)(O)O.C([O-])([O-])=O.[K+].[K+]. The catalyst is CN(C=O)C. The product is [O:1]1[C:5]2[CH:6]=[CH:7][C:8]([C:10]3([C:13]([NH:15][C:16]4[CH:21]=[CH:20][C:19]([CH3:22])=[C:18]([C:27]5[CH:35]=[CH:34][C:30]([C:31]([OH:33])=[O:32])=[CH:29][CH:28]=5)[CH:17]=4)=[O:14])[CH2:12][CH2:11]3)=[CH:9][C:4]=2[O:3][CH2:2]1. The yield is 0.980. (4) The reactants are C[O:2][C:3](=[O:24])[C:4]([NH:7][C:8]([C:10]1[C:15]([OH:16])=[CH:14][C:13]([C:17]2[CH:22]=[CH:21][CH:20]=[C:19]([Cl:23])[CH:18]=2)=[CH:12][N:11]=1)=[O:9])([CH3:6])[CH3:5].[Li+].[OH-].O. The catalyst is C1COCC1. The product is [Cl:23][C:19]1[CH:18]=[C:17]([C:13]2[CH:14]=[C:15]([OH:16])[C:10]([C:8]([NH:7][C:4]([CH3:5])([CH3:6])[C:3]([OH:24])=[O:2])=[O:9])=[N:11][CH:12]=2)[CH:22]=[CH:21][CH:20]=1. The yield is 0.810. (5) The product is [Cl:29][C:23]1[CH:24]=[CH:25][CH:26]=[C:27]([F:28])[C:22]=1[N:20]1[CH:19]=[C:18]2[C:13]([NH:3][C:4]3[N:5]=[CH:6][CH:7]=[C:8]([CH:9]=3)[C:10]#[N:11])=[N:14][CH:15]=[CH:16][C:17]2=[N:21]1. The yield is 0.100. The catalyst is CN(C=O)C. The reactants are [H-].[Na+].[NH2:3][C:4]1[CH:9]=[C:8]([C:10]#[N:11])[CH:7]=[CH:6][N:5]=1.Cl[C:13]1[C:18]2=[CH:19][N:20]([C:22]3[C:27]([F:28])=[CH:26][CH:25]=[CH:24][C:23]=3[Cl:29])[N:21]=[C:17]2[CH:16]=[CH:15][N:14]=1. (6) The reactants are Cl[C:2](OC1C=CC([N+]([O-])=O)=CC=1)=[O:3].CCN(C(C)C)C(C)C.[CH3:23][N:24]1[CH2:29][CH2:28][N:27]([CH3:30])[CH2:26][C@H:25]1[CH2:31][OH:32].[F:33][C:34]1[CH:39]=[CH:38][C:37]([N:40]2[CH2:45][CH2:44][NH:43][CH2:42][CH2:41]2)=[CH:36][CH:35]=1. The catalyst is C(Cl)Cl. The product is [F:33][C:34]1[CH:35]=[CH:36][C:37]([N:40]2[CH2:45][CH2:44][N:43]([C:2]([O:32][CH2:31][C@@H:25]3[CH2:26][N:27]([CH3:30])[CH2:28][CH2:29][N:24]3[CH3:23])=[O:3])[CH2:42][CH2:41]2)=[CH:38][CH:39]=1. The yield is 0.600. (7) The reactants are [NH:1]1[C:9]2[C:4](=[CH:5][CH:6]=[CH:7][CH:8]=2)[CH2:3][C:2]1=[O:10].C[Si](C)(C)[N-][Si](C)(C)C.[Na+].N#N.[CH2:23]1[CH2:27]OCC1. No catalyst specified. The product is [CH3:9][N:1]1[CH2:23][CH2:27][C:3]2([C:4]3[C:9](=[CH:8][CH:7]=[CH:6][CH:5]=3)[NH:1][C:2]2=[O:10])[CH2:3][CH2:2]1. The yield is 0.570. (8) The reactants are [O:1]1[C:5]2([CH2:10][CH2:9][CH:8]([C:11](=[S:13])[NH2:12])[CH2:7][CH2:6]2)[O:4][CH2:3][CH2:2]1.Br[CH:15]([C:26]1[CH:31]=[CH:30][C:29]([CH3:32])=[CH:28][CH:27]=1)[C:16]([C:18]1[CH:23]=[CH:22][C:21]([O:24][CH3:25])=[CH:20][CH:19]=1)=O.C(=O)([O-])O.[Na+]. The catalyst is C(#N)C. The product is [CH3:25][O:24][C:21]1[CH:20]=[CH:19][C:18]([C:16]2[N:12]=[C:11]([CH:8]3[CH2:9][CH2:10][C:5]4([O:4][CH2:3][CH2:2][O:1]4)[CH2:6][CH2:7]3)[S:13][C:15]=2[C:26]2[CH:27]=[CH:28][C:29]([CH3:32])=[CH:30][CH:31]=2)=[CH:23][CH:22]=1. The yield is 0.810.